Dataset: Reaction yield outcomes from USPTO patents with 853,638 reactions. Task: Predict the reaction yield, written as a fraction of the theoretical maximum amount of product (1.0 means a 100% yield; for example, 0.34 means a 34% yield). (1) The reactants are Cl[C:2]1[N:7]=[CH:6][C:5]2[CH:8]=[N:9][N:10]([C:11]3[CH:16]=[CH:15][CH:14]=[C:13]([F:17])[N:12]=3)[C:4]=2[CH:3]=1.[CH2:18]([C:20]1[N:25]=[C:24]([Sn](C)(C)C)[CH:23]=[N:22][CH:21]=1)[CH3:19]. The catalyst is CN(C)C(=O)C.C1C=CC([P]([Pd]([P](C2C=CC=CC=2)(C2C=CC=CC=2)C2C=CC=CC=2)([P](C2C=CC=CC=2)(C2C=CC=CC=2)C2C=CC=CC=2)[P](C2C=CC=CC=2)(C2C=CC=CC=2)C2C=CC=CC=2)(C2C=CC=CC=2)C2C=CC=CC=2)=CC=1. The product is [CH2:18]([C:20]1[N:25]=[C:24]([C:2]2[N:7]=[CH:6][C:5]3[CH:8]=[N:9][N:10]([C:11]4[CH:16]=[CH:15][CH:14]=[C:13]([F:17])[N:12]=4)[C:4]=3[CH:3]=2)[CH:23]=[N:22][CH:21]=1)[CH3:19]. The yield is 0.410. (2) The product is [Cl:26][C:12]1[N:11]=[C:10]([N:9]2[C:3]3[CH:4]=[C:5]([F:8])[CH:6]=[CH:7][C:2]=3[N:1]=[CH:27]2)[N:18]=[C:17]2[C:13]=1[NH:14][C:15](=[O:25])[N:16]2[CH:19]1[CH2:20][CH2:21][O:22][CH2:23][CH2:24]1. The yield is 0.730. The reactants are [NH2:1][C:2]1[CH:7]=[CH:6][C:5]([F:8])=[CH:4][C:3]=1[NH:9][C:10]1[N:18]=[C:17]2[C:13]([NH:14][C:15](=[O:25])[N:16]2[CH:19]2[CH2:24][CH2:23][O:22][CH2:21][CH2:20]2)=[C:12]([Cl:26])[N:11]=1.[CH3:27]OC(OC)OC. The catalyst is CO.CS(O)(=O)=O. (3) The reactants are [N+:1]([C:4]1[CH:11]=[CH:10][C:7]([CH:8]=O)=[CH:6][CH:5]=1)([O-:3])=[O:2].[C:12]([O:18][CH2:19][CH2:20][C:21]#[N:22])(=[O:17])[CH2:13][C:14]([CH3:16])=[O:15]. The catalyst is CC(O)C.N1CCCCC1.C(O)(=O)C. The product is [N+:1]([C:4]1[CH:11]=[CH:10][C:7]([CH:8]=[C:13]([C:14](=[O:15])[CH3:16])[C:12]([O:18][CH2:19][CH2:20][C:21]#[N:22])=[O:17])=[CH:6][CH:5]=1)([O-:3])=[O:2]. The yield is 0.590.